Dataset: Catalyst prediction with 721,799 reactions and 888 catalyst types from USPTO. Task: Predict which catalyst facilitates the given reaction. (1) Reactant: Br[C:2]1[CH:7]=[CH:6][C:5]([C@H:8]2[C@H:13]([NH:14][S:15]([CH:18]([CH3:20])[CH3:19])(=[O:17])=[O:16])[CH2:12][CH2:11][C:10](=[O:21])[NH:9]2)=[CH:4][CH:3]=1.[CH2:22]([O:24][C:25]1[CH:30]=[CH:29][CH:28]=[CH:27][C:26]=1B(O)O)[CH3:23]. Product: [CH2:22]([O:24][C:25]1[CH:30]=[CH:29][CH:28]=[CH:27][C:26]=1[C:2]1[CH:7]=[CH:6][C:5]([C@H:8]2[C@H:13]([NH:14][S:15]([CH:18]([CH3:20])[CH3:19])(=[O:17])=[O:16])[CH2:12][CH2:11][C:10](=[O:21])[NH:9]2)=[CH:4][CH:3]=1)[CH3:23]. The catalyst class is: 73. (2) Reactant: F[C:2]1[CH:3]=[C:4]2[C:8](=[CH:9][CH:10]=1)[C:7](=[O:11])[CH2:6][CH2:5]2.[NH:12]1[CH2:17][CH2:16][CH2:15][CH2:14][CH2:13]1. Product: [N:12]1([C:2]2[CH:3]=[C:4]3[C:8](=[CH:9][CH:10]=2)[C:7](=[O:11])[CH2:6][CH2:5]3)[CH2:17][CH2:16][CH2:15][CH2:14][CH2:13]1. The catalyst class is: 17. (3) Reactant: Br[CH2:2][C:3]([O:5][CH2:6][CH3:7])=[O:4].C(=O)([O-])[O-].[K+].[K+].[OH:14][C:15]1[CH:16]=[C:17]([CH:20]=[CH:21][CH:22]=1)[C:18]#[N:19]. Product: [C:18]([C:17]1[CH:16]=[C:15]([O:14][CH2:2][C:3]([O:5][CH2:6][CH3:7])=[O:4])[CH:22]=[CH:21][CH:20]=1)#[N:19]. The catalyst class is: 1. (4) Reactant: [Cl:1][C:2]1[CH:3]=[C:4]2[C:8](=[C:9]([CH:11]=[O:12])[CH:10]=1)[NH:7][N:6]=[CH:5]2.[Br:13]Br. Product: [Br:13][C:5]1[C:4]2[C:8](=[C:9]([CH:11]=[O:12])[CH:10]=[C:2]([Cl:1])[CH:3]=2)[NH:7][N:6]=1. The catalyst class is: 699. (5) Reactant: N(/C(OC(C)C)=O)=N\C(OC(C)C)=O.C1(P(C2C=CC=CC=2)C2C=CC=CC=2)C=CC=CC=1.[F:34][C:35]1[C:44]([CH:45](O)[CH3:46])=[C:43]([F:48])[CH:42]=[C:41]2[C:36]=1[CH:37]=[CH:38][CH:39]=[N:40]2.[C:49]1(=[O:59])[C:57]2[C:52](=[CH:53][CH:54]=[CH:55][CH:56]=2)[C:51](=[O:58])[NH:50]1. Product: [F:34][C:35]1[C:44]([CH:45]([N:50]2[C:51](=[O:58])[C:52]3[C:57](=[CH:56][CH:55]=[CH:54][CH:53]=3)[C:49]2=[O:59])[CH3:46])=[C:43]([F:48])[CH:42]=[C:41]2[C:36]=1[CH:37]=[CH:38][CH:39]=[N:40]2. The catalyst class is: 1. (6) Reactant: [CH2:1]([N:8]1[CH2:20][CH2:19][C:11]2[N:12]=[C:13](Cl)[N:14]=[C:15]([O:16][CH3:17])[C:10]=2[CH2:9]1)[C:2]1[CH:7]=[CH:6][CH:5]=[CH:4][CH:3]=1.[CH3:21][C:22]1[C:23](B(O)O)=[C:24]2[C:28](=[CH:29][CH:30]=1)[NH:27][N:26]=[CH:25]2.C([O-])([O-])=O.[Na+].[Na+]. Product: [CH2:1]([N:8]1[CH2:20][CH2:19][C:11]2[N:12]=[C:13]([C:23]3[C:22]([CH3:21])=[CH:30][CH:29]=[C:28]4[C:24]=3[CH:25]=[N:26][NH:27]4)[N:14]=[C:15]([O:16][CH3:17])[C:10]=2[CH2:9]1)[C:2]1[CH:7]=[CH:6][CH:5]=[CH:4][CH:3]=1. The catalyst class is: 104.